Dataset: Peptide-MHC class I binding affinity with 185,985 pairs from IEDB/IMGT. Task: Regression. Given a peptide amino acid sequence and an MHC pseudo amino acid sequence, predict their binding affinity value. This is MHC class I binding data. (1) The peptide sequence is QLLPFMSD. The MHC is H-2-Kb with pseudo-sequence H-2-Kb. The binding affinity (normalized) is 0. (2) The peptide sequence is GPSPSHKSV. The MHC is HLA-A02:01 with pseudo-sequence HLA-A02:01. The binding affinity (normalized) is 0.0847. (3) The binding affinity (normalized) is 0.0847. The peptide sequence is HAAVRRNAF. The MHC is HLA-B15:01 with pseudo-sequence HLA-B15:01. (4) The peptide sequence is FSDLCNFLI. The MHC is HLA-A24:03 with pseudo-sequence HLA-A24:03. The binding affinity (normalized) is 0.0847. (5) The peptide sequence is TVIRFWHAM. The MHC is HLA-A25:01 with pseudo-sequence HLA-A25:01. The binding affinity (normalized) is 0.359. (6) The peptide sequence is AENKKFKLH. The MHC is HLA-A26:01 with pseudo-sequence HLA-A26:01. The binding affinity (normalized) is 0.0847. (7) The peptide sequence is LSAGVEFLK. The MHC is HLA-A03:01 with pseudo-sequence HLA-A03:01. The binding affinity (normalized) is 0.793. (8) The peptide sequence is RRMGGLRKY. The MHC is HLA-B08:01 with pseudo-sequence HLA-B08:01. The binding affinity (normalized) is 0.0847. (9) The peptide sequence is VPLDEDFRKY. The MHC is HLA-B14:02 with pseudo-sequence HLA-B14:02. The binding affinity (normalized) is 0. (10) The MHC is HLA-B44:02 with pseudo-sequence HLA-B44:02. The peptide sequence is IPKRNRSIL. The binding affinity (normalized) is 0.0847.